From a dataset of Catalyst prediction with 721,799 reactions and 888 catalyst types from USPTO. Predict which catalyst facilitates the given reaction. (1) Reactant: [NH2:1][C:2]1[CH:7]=[CH:6][C:5]([CH:8]2[CH2:22][N:12]3[C:13](=[O:21])[NH:14][C:15]4[CH:16]=[CH:17][CH:18]=[CH:19][C:20]=4[C:11]3=[N:10][CH2:9]2)=[CH:4][CH:3]=1.[F:23][C:24]1[CH:29]=[CH:28][C:27]([C:30]([F:33])([F:32])[F:31])=[CH:26][C:25]=1[N:34]=[C:35]=[O:36]. Product: [F:23][C:24]1[CH:29]=[CH:28][C:27]([C:30]([F:33])([F:32])[F:31])=[CH:26][C:25]=1[NH:34][C:35]([NH:1][C:2]1[CH:7]=[CH:6][C:5]([CH:8]2[CH2:22][N:12]3[C:13](=[O:21])[NH:14][C:15]4[CH:16]=[CH:17][CH:18]=[CH:19][C:20]=4[C:11]3=[N:10][CH2:9]2)=[CH:4][CH:3]=1)=[O:36]. The catalyst class is: 1. (2) Reactant: [OH:1][CH2:2][CH:3]1[CH2:8][CH2:7][C:6](=[O:9])[CH2:5][CH2:4]1.[CH3:10][Mg]Br. Product: [OH:1][CH2:2][CH:3]1[CH2:8][CH2:7][C:6]([CH3:10])([OH:9])[CH2:5][CH2:4]1. The catalyst class is: 1. (3) Reactant: [CH2:1]([O:8][C:9]1[CH:14]=[CH:13][N:12]2[N:15]=[C:16]([CH3:28])[C:17]([C:18]3[S:19][C:20]([C:24]([O:26][CH3:27])=[O:25])=[C:21]([OH:23])[N:22]=3)=[C:11]2[CH:10]=1)[C:2]1[CH:7]=[CH:6][CH:5]=[CH:4][CH:3]=1.[F:29][C:30]([F:43])([F:42])[S:31](O[S:31]([C:30]([F:43])([F:42])[F:29])(=[O:33])=[O:32])(=[O:33])=[O:32]. Product: [CH2:1]([O:8][C:9]1[CH:14]=[CH:13][N:12]2[N:15]=[C:16]([CH3:28])[C:17]([C:18]3[S:19][C:20]([C:24]([O:26][CH3:27])=[O:25])=[C:21]([O:23][S:31]([C:30]([F:43])([F:42])[F:29])(=[O:33])=[O:32])[N:22]=3)=[C:11]2[CH:10]=1)[C:2]1[CH:7]=[CH:6][CH:5]=[CH:4][CH:3]=1. The catalyst class is: 17. (4) Reactant: Cl[C:2]1[C:11]2[C:6](=[CH:7][C:8]([O:14][CH2:15][C:16]3[CH:21]=[CH:20][CH:19]=[CH:18][CH:17]=3)=[C:9]([O:12][CH3:13])[CH:10]=2)[N:5]=[CH:4][CH:3]=1.[OH:22][C:23]1[CH:24]=[C:25]2[C:30](=[CH:31][CH:32]=1)[C:29]([C:33]([OH:35])=[O:34])=[CH:28][CH:27]=[CH:26]2.[OH-].[K+].O. Product: [CH2:15]([O:14][C:8]1[CH:7]=[C:6]2[C:11]([C:2]([O:22][C:23]3[CH:24]=[C:25]4[C:30](=[CH:31][CH:32]=3)[C:29]([C:33]([OH:35])=[O:34])=[CH:28][CH:27]=[CH:26]4)=[CH:3][CH:4]=[N:5]2)=[CH:10][C:9]=1[O:12][CH3:13])[C:16]1[CH:21]=[CH:20][CH:19]=[CH:18][CH:17]=1. The catalyst class is: 16. (5) Reactant: [C:1]1([N:7]2[N:11]=[N:10][C:9]([C:12]([O:14]CC)=[O:13])=[N:8]2)[CH:6]=[CH:5][CH:4]=[CH:3][CH:2]=1.[OH-].[Na+]. Product: [C:1]1([N:7]2[N:11]=[N:10][C:9]([C:12]([OH:14])=[O:13])=[N:8]2)[CH:2]=[CH:3][CH:4]=[CH:5][CH:6]=1. The catalyst class is: 88.